From a dataset of Forward reaction prediction with 1.9M reactions from USPTO patents (1976-2016). Predict the product of the given reaction. Given the reactants [ClH:1].C[N:3]1[C:7]2=[N:8][C:9]([NH2:19])=[N:10][C:11](N3CCNC[C@@H]3C)=[C:6]2[C:5](C)=[N:4]1.C([O-])(=O)C.[Na+].[Br:26]Br, predict the reaction product. The product is: [Br:26][C:5]1[C:6]2[C:7](=[N:8][C:9]([NH2:19])=[N:10][C:11]=2[Cl:1])[NH:3][N:4]=1.